This data is from Forward reaction prediction with 1.9M reactions from USPTO patents (1976-2016). The task is: Predict the product of the given reaction. (1) Given the reactants [NH2:1][C:2]1[CH:3]=[C:4]([CH:14]=[CH:15][CH:16]=1)[CH2:5][N:6]1[S:10](=[O:12])(=[O:11])[NH:9][C:8](=[O:13])[CH2:7]1.[C:17](OC(=O)C)(=[O:19])[CH3:18].O, predict the reaction product. The product is: [O:11]=[S:10]1(=[O:12])[NH:9][C:8](=[O:13])[CH2:7][N:6]1[CH2:5][C:4]1[CH:3]=[C:2]([NH:1][C:17](=[O:19])[CH3:18])[CH:16]=[CH:15][CH:14]=1. (2) Given the reactants [F:1][C:2]([F:32])([F:31])[C:3]1[CH:26]=[C:25]([C:27]([F:30])([F:29])[F:28])[CH:24]=[CH:23][C:4]=1[CH2:5][N:6]1[C:14]2[C:9](=[CH:10][C:11](/[CH:15]=[C:16]3/[C:17](=[O:22])[NH:18][C:19](=[O:21])[S:20]/3)=[CH:12][CH:13]=2)[CH:8]=[CH:7]1.Cl.[CH3:34][N:35]([CH3:39])[CH2:36][CH2:37]Cl, predict the reaction product. The product is: [F:32][C:2]([F:1])([F:31])[C:3]1[CH:26]=[C:25]([C:27]([F:29])([F:30])[F:28])[CH:24]=[CH:23][C:4]=1[CH2:5][N:6]1[C:14]2[C:9](=[CH:10][C:11](/[CH:15]=[C:16]3/[C:17](=[O:22])[N:18]([CH2:37][CH2:36][N:35]([CH3:39])[CH3:34])[C:19](=[O:21])[S:20]/3)=[CH:12][CH:13]=2)[CH:8]=[CH:7]1. (3) Given the reactants [CH3:1][C:2]([C:4]1[CH:13]=[CH:12][C:11]2[C:6](=[CH:7][CH:8]=[CH:9][CH:10]=2)[CH:5]=1)=O.O, predict the reaction product. The product is: [CH:5]1[C:6]2[C:11](=[CH:10][CH:9]=[CH:8][CH:7]=2)[CH:12]=[CH:13][C:4]=1[C:2]([C:4]1[CH:13]=[CH:12][CH:11]=[CH:6][CH:5]=1)=[CH2:1].